From a dataset of Forward reaction prediction with 1.9M reactions from USPTO patents (1976-2016). Predict the product of the given reaction. (1) Given the reactants [Cl:1][C:2]1[C:11]([C:12]([F:15])([F:14])[F:13])=[N:10][C:9]2[C:4](=[CH:5][CH:6]=[C:7](OC)[CH:8]=2)[N:3]=1.C(C1C(=O)NC2C(N=1)=C[C:27]([O:31]C)=CC=2)(C)C.C(C1C(=O)NC2C(N=1)=CC=C(OC)C=2)(C)C.COC1C=C2C(=CC=1)NC(=O)C(C(F)(F)F)=N2.COC1C=C2C(N=C(C(F)(F)F)C(=O)N2)=CC=1, predict the reaction product. The product is: [Cl:1][C:2]1[C:11]([C:12]([F:13])([F:14])[F:15])=[N:10][C:9]2[C:4]([N:3]=1)=[CH:5][C:6]([O:31][CH3:27])=[CH:7][CH:8]=2. (2) Given the reactants BrC1C=CC(S([O:11][C@@H:12]2[CH2:16][N:15]([C:17]([O:19][C:20]([CH3:23])([CH3:22])[CH3:21])=[O:18])[C@H:14]([C:24]([O:26][CH3:27])=[O:25])[CH2:13]2)(=O)=O)=CC=1.[Br:28][C:29]1[CH:30]=[C:31]2[C:36](=[CH:37][C:38]=1[O:39][CH3:40])[NH:35][C:34]([C:41]1[CH:46]=[CH:45][CH:44]=[CH:43][CH:42]=1)=[CH:33][C:32]2=O.C(=O)([O-])[O-].[Cs+].[Cs+].CCOC(C)=O, predict the reaction product. The product is: [Br:28][C:29]1[CH:30]=[C:31]2[C:36](=[CH:37][C:38]=1[O:39][CH3:40])[N:35]=[C:34]([C:41]1[CH:42]=[CH:43][CH:44]=[CH:45][CH:46]=1)[CH:33]=[C:32]2[O:11][C@H:12]1[CH2:16][N:15]([C:17]([O:19][C:20]([CH3:21])([CH3:22])[CH3:23])=[O:18])[C@H:14]([C:24]([O:26][CH3:27])=[O:25])[CH2:13]1. (3) Given the reactants [CH3:1][O:2][C:3]1[CH:8]=[CH:7][C:6]([CH2:9][C:10]([OH:12])=O)=[CH:5][C:4]=1[N+:13]([O-:15])=[O:14].C(N1C=CN=C1)(N1C=CN=C1)=O.[Cl-].[Mg+2].[Cl-].[K].[C:32]([O:38][CH2:39][CH3:40])(=[O:37])[CH2:33]C([O-])=O, predict the reaction product. The product is: [CH3:1][O:2][C:3]1[CH:8]=[CH:7][C:6]([CH2:9][C:10](=[O:12])[CH2:33][C:32]([O:38][CH2:39][CH3:40])=[O:37])=[CH:5][C:4]=1[N+:13]([O-:15])=[O:14]. (4) Given the reactants [Br:1][C:2]1[CH:7]=[CH:6][C:5]([C:8]2[N:9]=[C:10]([C:21]3[CH:22]=[N:23][CH:24]=[CH:25][CH:26]=3)N=N[C:13]=2[C:14]2[CH:19]=[CH:18][C:17]([Br:20])=[CH:16][CH:15]=2)=[CH:4][CH:3]=1.[C:27]1(C)C=CC(C)=C[CH:28]=1.C12CC(C=C1)C=C2.O, predict the reaction product. The product is: [Br:20][C:17]1[CH:18]=[CH:19][C:14]([C:13]2[CH:27]=[CH:28][C:10]([C:21]3[CH:22]=[N:23][CH:24]=[CH:25][CH:26]=3)=[N:9][C:8]=2[C:5]2[CH:6]=[CH:7][C:2]([Br:1])=[CH:3][CH:4]=2)=[CH:15][CH:16]=1.